This data is from Forward reaction prediction with 1.9M reactions from USPTO patents (1976-2016). The task is: Predict the product of the given reaction. (1) Given the reactants [F:1][C:2]1[CH:3]=[CH:4][C:5]([O:25][CH3:26])=[C:6]([C:8]2[C:9]3[CH2:10][CH2:11][N:12]([CH3:24])[CH2:13][C:14]=3[C:15]3[NH:20][C:19](=[O:21])[C:18](=[N:22][OH:23])[C:16]=3[CH:17]=2)[CH:7]=1.S(OCC)(O[CH2:31]C)(=O)=O.BrC1C=CC([N+]([O-])=O)=C2C=1CCN(C)C2, predict the reaction product. The product is: [F:1][C:2]1[CH:3]=[CH:4][C:5]([O:25][CH3:26])=[C:6]([C:8]2[C:9]3[CH2:10][CH2:11][N:12]([CH2:24][CH3:31])[CH2:13][C:14]=3[C:15]3[NH:20][C:19](=[O:21])[C:18](=[N:22][OH:23])[C:16]=3[CH:17]=2)[CH:7]=1. (2) Given the reactants [C:1]1([S:7]([O-:9])=[O:8])[CH:6]=[CH:5][CH:4]=[CH:3][CH:2]=1.[Na+].[Br:11][C:12]1[CH:13]=[N:14][N:15]2[C:20]([N:21]([CH2:29][CH:30]3[CH2:35][CH2:34][O:33][CH2:32][CH2:31]3)[C:22](=[O:28])[O:23][C:24]([CH3:27])([CH3:26])[CH3:25])=[CH:19][C:18](Cl)=[N:17][C:16]=12, predict the reaction product. The product is: [Br:11][C:12]1[CH:13]=[N:14][N:15]2[C:20]([N:21]([CH2:29][CH:30]3[CH2:35][CH2:34][O:33][CH2:32][CH2:31]3)[C:22](=[O:28])[O:23][C:24]([CH3:26])([CH3:27])[CH3:25])=[CH:19][C:18]([S:7]([C:1]3[CH:6]=[CH:5][CH:4]=[CH:3][CH:2]=3)(=[O:9])=[O:8])=[N:17][C:16]=12. (3) Given the reactants Br[C:2]1[C:7]([NH2:8])=[C:6]([Cl:9])[CH:5]=[CH:4][N:3]=1.C[Al](C)C.[CH2:14]1COC[CH2:15]1, predict the reaction product. The product is: [Cl:9][C:6]1[CH:5]=[CH:4][N:3]=[C:2]([CH2:14][CH3:15])[C:7]=1[NH2:8]. (4) Given the reactants [F:1][C:2]([F:18])([F:17])[CH2:3][CH2:4][NH:5][C:6]([C:8]1[CH:16]=[CH:15][C:11]([C:12]([OH:14])=O)=[CH:10][CH:9]=1)=[O:7].[C:19]([NH:22][NH2:23])(=O)[CH3:20].C(P1(=O)OP(CCC)(=O)OP(CCC)(=O)O1)CC.CCN(C(C)C)C(C)C, predict the reaction product. The product is: [CH3:20][C:19]1[O:14][C:12]([C:11]2[CH:10]=[CH:9][C:8]([C:6]([NH:5][CH2:4][CH2:3][C:2]([F:1])([F:18])[F:17])=[O:7])=[CH:16][CH:15]=2)=[N:23][N:22]=1. (5) Given the reactants C(=O)(O)[O-].[Na+].[CH3:6][C:7]1([CH3:39])[CH2:10][C:9]([C:17]2[CH:26]=[C:25]([O:27][CH2:28][C:29]3[CH:38]=[CH:37][C:36]4[C:31](=[CH:32][CH:33]=[CH:34][CH:35]=4)[N:30]=3)[CH:24]=[CH:23][C:18]=2[C:19]([NH:21][NH2:22])=[O:20])([C:11]2[CH:16]=[CH:15][CH:14]=[CH:13][CH:12]=2)[CH2:8]1.[N:40]#[C:41]Br, predict the reaction product. The product is: [CH3:6][C:7]1([CH3:39])[CH2:8][C:9]([C:17]2[CH:26]=[C:25]([O:27][CH2:28][C:29]3[CH:38]=[CH:37][C:36]4[C:31](=[CH:32][CH:33]=[CH:34][CH:35]=4)[N:30]=3)[CH:24]=[CH:23][C:18]=2[C:19]2[O:20][C:41]([NH2:40])=[N:22][N:21]=2)([C:11]2[CH:12]=[CH:13][CH:14]=[CH:15][CH:16]=2)[CH2:10]1. (6) Given the reactants [N:1]1[CH:2]=[C:3]([C:19]2[CH:24]=[CH:23][C:22]([C:25]3([NH:29][C:30](=[O:36])[O:31][C:32]([CH3:35])([CH3:34])[CH3:33])[CH2:28][CH2:27][CH2:26]3)=[CH:21][CH:20]=2)[N:4]2[C:10]=1[C:9]1[CH:11]=[CH:12][CH:13]=[CH:14][C:8]=1[NH:7][C:6]1[N:15]=[CH:16][CH:17]=[CH:18][C:5]2=1.C1C=C[NH+]=CC=1.[Br:43][Br-]Br.C(OCC)(=O)C.O, predict the reaction product. The product is: [Br:43][C:2]1[N:1]=[C:10]2[C:9]3[CH:11]=[CH:12][CH:13]=[CH:14][C:8]=3[NH:7][C:6]3[N:15]=[CH:16][CH:17]=[CH:18][C:5]=3[N:4]2[C:3]=1[C:19]1[CH:24]=[CH:23][C:22]([C:25]2([NH:29][C:30](=[O:36])[O:31][C:32]([CH3:33])([CH3:35])[CH3:34])[CH2:26][CH2:27][CH2:28]2)=[CH:21][CH:20]=1. (7) Given the reactants [N+:1]([C:4]1[CH:12]=[CH:11][C:7]([C:8]([OH:10])=O)=[C:6]([C:13]2[CH:18]=[CH:17][CH:16]=[CH:15][C:14]=2[CH3:19])[CH:5]=1)([O-:3])=[O:2].[CH3:20][O:21][C:22](=[O:29])[C@H:23]([CH2:25][CH2:26][S:27][CH3:28])[NH2:24].Cl.C(N=C=NCCCN(C)C)C.ON1C(=O)C2C=CC=CC=2N=N1, predict the reaction product. The product is: [CH3:20][O:21][C:22](=[O:29])[C@H:23]([CH2:25][CH2:26][S:27][CH3:28])[NH:24][C:8](=[O:10])[C:7]1[CH:11]=[CH:12][C:4]([N+:1]([O-:3])=[O:2])=[CH:5][C:6]=1[C:13]1[CH:18]=[CH:17][CH:16]=[CH:15][C:14]=1[CH3:19].